This data is from Reaction yield outcomes from USPTO patents with 853,638 reactions. The task is: Predict the reaction yield, written as a fraction of the theoretical maximum amount of product (1.0 means a 100% yield; for example, 0.34 means a 34% yield). (1) The reactants are [ClH:1].[Br:2][C:3]1[CH:4]=[C:5](N)[CH:6]=[CH:7][C:8]=1[F:9].C(O[N+]([O-])=O)(C)(C)C.[S:19](=[O:21])=[O:20]. The catalyst is C(Cl)Cl.CO.[Cu](Cl)Cl. The product is [Br:2][C:3]1[CH:4]=[C:5]([S:19]([Cl:1])(=[O:21])=[O:20])[CH:6]=[CH:7][C:8]=1[F:9]. The yield is 0.590. (2) The reactants are [C:1]1([C:7](=[O:12])[C:8]([O:10]C)=O)[CH:6]=[CH:5][CH:4]=[CH:3][CH:2]=1.[NH:13]1[CH2:18][CH2:17][CH2:16][CH2:15][CH2:14]1. The catalyst is CO. The product is [C:1]1([C:7](=[O:12])[C:8]([N:13]2[CH2:18][CH2:17][CH2:16][CH2:15][CH2:14]2)=[O:10])[CH:2]=[CH:3][CH:4]=[CH:5][CH:6]=1. The yield is 0.960.